The task is: Predict the product of the given reaction.. This data is from Forward reaction prediction with 1.9M reactions from USPTO patents (1976-2016). Given the reactants [C:1]([C:5]1[N:10]=[CH:9][C:8]([C:11]2[N:12]([C:32]([N:34]3[CH2:39][CH2:38][CH:37]([CH2:40][C:41]([OH:43])=O)[CH2:36][CH2:35]3)=[O:33])[C@@:13]([C:25]3[CH:30]=[CH:29][C:28]([Cl:31])=[CH:27][CH:26]=3)([CH3:24])[C@@:14]([C:17]3[CH:22]=[CH:21][C:20]([Cl:23])=[CH:19][CH:18]=3)([CH3:16])[N:15]=2)=[C:7]([O:44][CH2:45][CH3:46])[CH:6]=1)([CH3:4])([CH3:3])[CH3:2].[CH:47]([C:51]1[CH:56]=[CH:55][C:54]([NH2:57])=[CH:53][CH:52]=1)([CH2:49][CH3:50])[CH3:48], predict the reaction product. The product is: [C:1]([C:5]1[N:10]=[CH:9][C:8]([C:11]2[N:12]([C:32]([N:34]3[CH2:39][CH2:38][CH:37]([CH2:40][C:41]([NH:57][C:54]4[CH:55]=[CH:56][C:51]([CH:47]([CH2:49][CH3:50])[CH3:48])=[CH:52][CH:53]=4)=[O:43])[CH2:36][CH2:35]3)=[O:33])[C@@:13]([C:25]3[CH:26]=[CH:27][C:28]([Cl:31])=[CH:29][CH:30]=3)([CH3:24])[C@@:14]([C:17]3[CH:18]=[CH:19][C:20]([Cl:23])=[CH:21][CH:22]=3)([CH3:16])[N:15]=2)=[C:7]([O:44][CH2:45][CH3:46])[CH:6]=1)([CH3:4])([CH3:3])[CH3:2].